This data is from Forward reaction prediction with 1.9M reactions from USPTO patents (1976-2016). The task is: Predict the product of the given reaction. (1) Given the reactants [C:1]1([CH:7]2[CH2:11][O:10][CH2:9][C:8]2=O)[CH:6]=[CH:5][CH:4]=[CH:3][CH:2]=1.[CH2:13]([NH2:20])[C:14]1[CH:19]=[CH:18][CH:17]=[CH:16][CH:15]=1.C(O)(=O)C.C(O[BH-](OC(=O)C)OC(=O)C)(=O)C.[Na+], predict the reaction product. The product is: [C:1]1([C@H:7]2[CH2:11][O:10][CH2:9][C@H:8]2[NH:20][CH2:13][C:14]2[CH:19]=[CH:18][CH:17]=[CH:16][CH:15]=2)[CH:6]=[CH:5][CH:4]=[CH:3][CH:2]=1. (2) Given the reactants [Br:1][C:2]1[C:3](Cl)=[N:4][C:5](Cl)=[N:6][CH:7]=1.[Cl:10][C:11]1[CH:17]=[CH:16][C:14]([NH2:15])=[CH:13][CH:12]=1.[CH3:18][C:19]1[CH:23]=[C:22]([CH3:24])[NH:21][N:20]=1, predict the reaction product. The product is: [Br:1][C:2]1[C:3]([NH:15][C:14]2[CH:16]=[CH:17][C:11]([Cl:10])=[CH:12][CH:13]=2)=[N:4][C:5]([N:20]2[C:19]([CH3:18])=[CH:23][C:22]([CH3:24])=[N:21]2)=[N:6][CH:7]=1.